Task: Regression. Given two drug SMILES strings and cell line genomic features, predict the synergy score measuring deviation from expected non-interaction effect.. Dataset: NCI-60 drug combinations with 297,098 pairs across 59 cell lines Drug 1: CC1C(C(CC(O1)OC2CC(CC3=C2C(=C4C(=C3O)C(=O)C5=C(C4=O)C(=CC=C5)OC)O)(C(=O)CO)O)N)O.Cl. Drug 2: C1=NC2=C(N1)C(=S)N=CN2. Cell line: NCI-H460. Synergy scores: CSS=45.5, Synergy_ZIP=2.21, Synergy_Bliss=4.27, Synergy_Loewe=-14.3, Synergy_HSA=5.76.